This data is from Full USPTO retrosynthesis dataset with 1.9M reactions from patents (1976-2016). The task is: Predict the reactants needed to synthesize the given product. (1) Given the product [CH:27]([N:28]1[CH2:33][CH2:32][N:31]([CH2:19][CH2:18][CH2:17][CH2:16][CH:14]2[O:13][N:12]=[C:11]([C:5]3[CH:6]=[CH:7][C:8]([O:9][CH3:10])=[C:3]([O:2][CH3:1])[CH:4]=3)[CH2:15]2)[CH2:30][CH2:29]1)([C:34]1[CH:39]=[CH:38][CH:37]=[CH:36][CH:35]=1)[C:21]1[CH:26]=[CH:25][CH:24]=[CH:23][CH:22]=1, predict the reactants needed to synthesize it. The reactants are: [CH3:1][O:2][C:3]1[CH:4]=[C:5]([C:11]2[CH2:15][CH:14]([CH2:16][CH2:17][CH2:18][CH:19]=O)[O:13][N:12]=2)[CH:6]=[CH:7][C:8]=1[O:9][CH3:10].[C:21]1([CH:27]([C:34]2[CH:39]=[CH:38][CH:37]=[CH:36][CH:35]=2)[N:28]2[CH2:33][CH2:32][NH:31][CH2:30][CH2:29]2)[CH:26]=[CH:25][CH:24]=[CH:23][CH:22]=1.[BH-](OC(C)=O)(OC(C)=O)OC(C)=O.[Na+]. (2) Given the product [CH3:13][C:12]([NH:11][C:10]([C:8]1[S:9][C:5]2[N:4]([C:22]([O:24][C:25]([CH3:28])([CH3:27])[CH3:26])=[O:23])[N:3]=[C:2]([NH:1][C:41](=[O:42])[C:40]3[CH:39]=[CH:38][C:37]([N:31]4[CH2:36][CH2:35][O:34][CH2:33][CH2:32]4)=[CH:45][CH:44]=3)[C:6]=2[N:7]=1)=[O:21])([C:14]1[CH:19]=[CH:18][CH:17]=[CH:16][CH:15]=1)[CH3:20], predict the reactants needed to synthesize it. The reactants are: [NH2:1][C:2]1[C:6]2[N:7]=[C:8]([C:10](=[O:21])[NH:11][C:12]([CH3:20])([C:14]3[CH:19]=[CH:18][CH:17]=[CH:16][CH:15]=3)[CH3:13])[S:9][C:5]=2[N:4]([C:22]([O:24][C:25]([CH3:28])([CH3:27])[CH3:26])=[O:23])[N:3]=1.Cl.Cl.[N:31]1([C:37]2[CH:45]=[CH:44][C:40]([C:41](Cl)=[O:42])=[CH:39][CH:38]=2)[CH2:36][CH2:35][O:34][CH2:33][CH2:32]1.[Cl-].[Na+]. (3) Given the product [NH2:3][CH2:12][C:13]1[CH:22]=[C:21]([F:23])[CH:20]=[C:15]2[C:14]=1[C:24]([CH2:25][C:26]1[N:30]([CH3:31])[N:29]=[CH:28][N:27]=1)=[N:34][NH:35][C:16]2=[O:17], predict the reactants needed to synthesize it. The reactants are: O=C1C2C(=CC=CC=2)C(=O)[N:3]1[CH2:12][C:13]1[C:14]([C:24](=O)[CH2:25][C:26]2[N:30]([CH3:31])[N:29]=[CH:28][N:27]=2)=[C:15]([CH:20]=[C:21]([F:23])[CH:22]=1)[C:16](OC)=[O:17].O.[NH2:34][NH2:35].C(O)(=O)C. (4) Given the product [Br:1][C:2]1[CH:7]=[CH:6][C:5]([C:8]2[C:12]3[CH:13]=[CH:14][C:15]([O:17][CH2:18][CH2:19][CH2:20][N:26]([CH2:27][CH2:28][O:29][CH3:30])[CH2:25][CH2:24][O:23][CH3:22])=[CH:16][C:11]=3[S:10][N:9]=2)=[CH:4][CH:3]=1, predict the reactants needed to synthesize it. The reactants are: [Br:1][C:2]1[CH:7]=[CH:6][C:5]([C:8]2[C:12]3[CH:13]=[CH:14][C:15]([O:17][CH2:18][CH2:19][CH2:20]Br)=[CH:16][C:11]=3[S:10][N:9]=2)=[CH:4][CH:3]=1.[CH3:22][O:23][CH2:24][CH2:25][NH:26][CH2:27][CH2:28][O:29][CH3:30]. (5) Given the product [C:37]([C:30]1[C:29](=[O:39])[N:28]([CH2:40][C:41]2[CH:46]=[CH:45][C:44]([CH3:47])=[CH:43][C:42]=2[CH3:48])[C:27]([C:24]2[CH:25]=[CH:26][C:21]([O:20][C:16]3[CH:17]=[C:18]4[C:13](=[CH:14][CH:15]=3)[NH:12][C:11]([C:9]([NH:8][CH2:7][CH:5]([OH:6])[CH2:4][OH:3])=[O:10])=[CH:19]4)=[CH:22][CH:23]=2)=[CH:32][C:31]=1[C:33]([F:34])([F:35])[F:36])#[N:38], predict the reactants needed to synthesize it. The reactants are: CC1(C)[O:6][CH:5]([CH2:7][NH:8][C:9]([C:11]2[NH:12][C:13]3[C:18]([CH:19]=2)=[CH:17][C:16]([O:20][C:21]2[CH:26]=[CH:25][C:24]([C:27]4[N:28]([CH2:40][C:41]5[CH:46]=[CH:45][C:44]([CH3:47])=[CH:43][C:42]=5[CH3:48])[C:29](=[O:39])[C:30]([C:37]#[N:38])=[C:31]([C:33]([F:36])([F:35])[F:34])[CH:32]=4)=[CH:23][CH:22]=2)=[CH:15][CH:14]=3)=[O:10])[CH2:4][O:3]1.